From a dataset of Full USPTO retrosynthesis dataset with 1.9M reactions from patents (1976-2016). Predict the reactants needed to synthesize the given product. (1) Given the product [CH3:1][CH:2]([N:18]([CH3:19])[CH3:20])[CH2:3][N:4]1[C:5]2[CH:6]=[CH:7][CH:8]=[CH:9][C:10]=2[S:11][C:12]2[CH:17]=[CH:16][CH:15]=[CH:14][C:13]1=2, predict the reactants needed to synthesize it. The reactants are: [CH3:1][CH:2]([N:18]([CH3:20])[CH3:19])[CH2:3][N:4]1[C:13]2[CH:14]=[CH:15][CH:16]=[CH:17][C:12]=2[S:11][C:10]2[CH:9]=[CH:8][CH:7]=[CH:6][C:5]1=2.Cl.C=CN1C(=O)CCC1.C(O)(=O)CC(CC(O)=O)(C(O)=O)O.C(O)(=O)/C=C/C=C/C.C(O)[C@H]1O[C@H](O[C@]2(CO)O[C@H](CO)[C@@H](O)[C@@H]2O)[C@H](O)[C@@H](O)[C@@H]1O. (2) The reactants are: [C:1]([C:4]1[CH:8]=[C:7]([C:9]([NH:11][C@@H:12]([CH3:29])[CH2:13][N:14]2[CH:18]=[CH:17][C:16]([C:19]3[CH:24]=[CH:23][C:22]([C:25]#[N:26])=[C:21]([Cl:27])[C:20]=3[CH3:28])=[N:15]2)=[O:10])[NH:6][N:5]=1)(=[O:3])[CH3:2].[BH4-].[Na+].[Cl-].[NH4+]. Given the product [Cl:27][C:21]1[C:20]([CH3:28])=[C:19]([C:16]2[CH:17]=[CH:18][N:14]([CH2:13][C@@H:12]([NH:11][C:9]([C:7]3[NH:6][N:5]=[C:4]([CH:1]([OH:3])[CH3:2])[CH:8]=3)=[O:10])[CH3:29])[N:15]=2)[CH:24]=[CH:23][C:22]=1[C:25]#[N:26], predict the reactants needed to synthesize it. (3) The reactants are: [CH3:1][C:2]1[CH:6]=[CH:5][S:4][C:3]=1[C:7]1[C:8](=[O:18])[NH:9][C:10](=[O:17])[N:11]([CH2:13][CH2:14][CH:15]=O)[CH:12]=1.[F:19][C:20]([F:34])([F:33])[C:21]1[CH:26]=[CH:25][C:24]([C@:27]23[CH2:32][C@H:31]2[CH2:30][NH:29][CH2:28]3)=[CH:23][CH:22]=1.CC(O)=O.[BH-](OC(C)=O)(OC(C)=O)OC(C)=O.[Na+].[Cl:53]CCCl. Given the product [ClH:53].[CH3:1][C:2]1[CH:6]=[CH:5][S:4][C:3]=1[C:7]1[C:8](=[O:18])[NH:9][C:10](=[O:17])[N:11]([CH2:13][CH2:14][CH2:15][N:29]2[CH2:30][C@H:31]3[C@:27]([C:24]4[CH:23]=[CH:22][C:21]([C:20]([F:19])([F:34])[F:33])=[CH:26][CH:25]=4)([CH2:32]3)[CH2:28]2)[CH:12]=1, predict the reactants needed to synthesize it. (4) Given the product [CH3:5][C:4]([C@@H:9]1[CH2:14][CH2:13][CH2:12][C@H:11]([OH:15])[CH2:10]1)([N+:6]([O-:8])=[O:7])[CH3:3].[CH3:5][C:4]([C@H:9]1[CH2:14][CH2:13][CH2:12][C@H:11]([OH:15])[CH2:10]1)([N+:6]([O-:8])=[O:7])[CH3:3], predict the reactants needed to synthesize it. The reactants are: [BH4-].[Na+].[CH3:3][C:4]([CH:9]1[CH2:14][CH2:13][CH2:12][C:11](=[O:15])[CH2:10]1)([N+:6]([O-:8])=[O:7])[CH3:5].[Cl-].[NH4+].